This data is from Full USPTO retrosynthesis dataset with 1.9M reactions from patents (1976-2016). The task is: Predict the reactants needed to synthesize the given product. (1) Given the product [F:29][C:26]([F:27])([F:28])[O:25][C:23]1[CH:22]=[CH:21][C:20]2[C:10]3([CH2:17][O:18][C:19]=2[CH:24]=1)[C:11]1[C:16](=[CH:15][CH:14]=[CH:13][CH:12]=1)[NH:8][C:9]3=[O:30], predict the reactants needed to synthesize it. The reactants are: C1(C(C2C=CC=CC=2)[N:8]2[C:16]3[C:11](=[CH:12][CH:13]=[CH:14][CH:15]=3)[C:10]3([C:20]4[CH:21]=[CH:22][C:23]([O:25][C:26]([F:29])([F:28])[F:27])=[CH:24][C:19]=4[O:18][CH2:17]3)[C:9]2=[O:30])C=CC=CC=1.[H][H]. (2) Given the product [C:46]([NH:45][C:42]1[CH:43]=[CH:44][C:39]([C:2]2[CH:3]=[C:4]3[C:8](=[C:9]([C:11]([NH2:13])=[O:12])[CH:10]=2)[NH:7][CH:6]=[C:5]3[CH:14]2[CH2:15][CH2:16][N:17]([S:20]([CH2:23][CH3:24])(=[O:22])=[O:21])[CH2:18][CH2:19]2)=[CH:40][CH:41]=1)(=[O:48])[CH3:47], predict the reactants needed to synthesize it. The reactants are: Br[C:2]1[CH:3]=[C:4]2[C:8](=[C:9]([C:11]([NH2:13])=[O:12])[CH:10]=1)[NH:7][CH:6]=[C:5]2[CH:14]1[CH2:19][CH2:18][N:17]([S:20]([CH2:23][CH3:24])(=[O:22])=[O:21])[CH2:16][CH2:15]1.C(=O)([O-])[O-].[Cs+].[Cs+].CC1(C)C(C)(C)OB([C:39]2[CH:44]=[CH:43][C:42]([NH:45][C:46](=[O:48])[CH3:47])=[CH:41][CH:40]=2)O1. (3) Given the product [Cl:24][C:25]1[CH:30]=[CH:29][C:28]([C:18]([C:15]2[CH:16]=[CH:17][C:12]([N:2]([CH3:1])[S:3]([C:6]3[CH:7]=[CH:8][CH:9]=[CH:10][CH:11]=3)(=[O:5])=[O:4])=[CH:13][CH:14]=2)([OH:23])[C:19]([F:21])([F:22])[F:20])=[CH:27][CH:26]=1, predict the reactants needed to synthesize it. The reactants are: [CH3:1][N:2]([C:12]1[CH:17]=[CH:16][C:15]([C:18](=[O:23])[C:19]([F:22])([F:21])[F:20])=[CH:14][CH:13]=1)[S:3]([C:6]1[CH:11]=[CH:10][CH:9]=[CH:8][CH:7]=1)(=[O:5])=[O:4].[Cl:24][C:25]1[CH:30]=[CH:29][C:28]([Mg]Br)=[CH:27][CH:26]=1. (4) The reactants are: [Cl:1][C:2]1[S:6][C:5]([S:7]([NH:10][C:11]([NH:13][CH:14]([CH3:16])[CH3:15])=[NH:12])(=[O:9])=[O:8])=[C:4](B(O)O)[CH:3]=1.N1C=CC=CC=1. Given the product [Cl:1][C:2]1[S:6][C:5]2[S:7](=[O:9])(=[O:8])[N:10]=[C:11]([NH:13][CH:14]([CH3:16])[CH3:15])[NH:12][C:4]=2[CH:3]=1, predict the reactants needed to synthesize it. (5) Given the product [CH2:1]([O:3][C:4]1[CH:5]=[C:6]([C:10]2[N:11]=[CH:12][CH:13]=[C:14]3[C:18]([CH2:19][CH2:20][O:21][C:22]4[CH:27]=[CH:26][C:25]([O:28][C:29]([F:30])([F:31])[F:32])=[CH:24][CH:23]=4)=[C:17]([C:33]([OH:35])=[O:34])[NH:16][C:15]=23)[CH:7]=[CH:8][CH:9]=1)[CH3:2], predict the reactants needed to synthesize it. The reactants are: [CH2:1]([O:3][C:4]1[CH:5]=[C:6]([C:10]2[N:11]=[CH:12][CH:13]=[C:14]3[C:18]([CH2:19][CH2:20][O:21][C:22]4[CH:27]=[CH:26][C:25]([O:28][C:29]([F:32])([F:31])[F:30])=[CH:24][CH:23]=4)=[C:17]([C:33]([O:35]CC)=[O:34])[NH:16][C:15]=23)[CH:7]=[CH:8][CH:9]=1)[CH3:2].CCO.O.[Li+].[OH-]. (6) Given the product [Cl:1][C:2]1[CH:9]=[CH:8][C:5]([CH:6]=[CH:22][N+:19]([O-:21])=[O:20])=[C:4]([CH3:10])[CH:3]=1, predict the reactants needed to synthesize it. The reactants are: [Cl:1][C:2]1[CH:9]=[CH:8][C:5]([CH:6]=O)=[C:4]([CH3:10])[CH:3]=1.Cl.CN.C([O-])(=O)C.[Na+].[N+:19]([CH3:22])([O-:21])=[O:20]. (7) Given the product [N:1]1([S:11]([C:14]2[CH:15]=[C:16]([N:20]3[C:25](=[O:26])[C:24]4=[N+:27]([O-:40])[CH:28]=[CH:29][CH:30]=[C:23]4[NH:22][C:21]3=[O:31])[CH:17]=[CH:18][CH:19]=2)(=[O:13])=[O:12])[C:10]2[C:5](=[CH:6][CH:7]=[CH:8][CH:9]=2)[CH2:4][CH2:3][CH2:2]1, predict the reactants needed to synthesize it. The reactants are: [N:1]1([S:11]([C:14]2[CH:15]=[C:16]([N:20]3[C:25](=[O:26])[C:24]4[N:27]=[CH:28][CH:29]=[CH:30][C:23]=4[NH:22][C:21]3=[O:31])[CH:17]=[CH:18][CH:19]=2)(=[O:13])=[O:12])[C:10]2[C:5](=[CH:6][CH:7]=[CH:8][CH:9]=2)[CH2:4][CH2:3][CH2:2]1.ClC1C=CC=C(C(OO)=[O:40])C=1.S([O-])([O-])(=O)=S.[Na+].[Na+]. (8) Given the product [Cl:13][C:14]1[CH:15]=[C:16]([NH:17][C:5]2[C:4]3[C:9](=[CH:10][CH:11]=[C:2]([Br:1])[CH:3]=3)[N:8]=[CH:7][N:6]=2)[CH:18]=[CH:19][C:20]=1[O:21][CH2:22][C:23]1[CH:28]=[CH:27][CH:26]=[C:25]([F:29])[CH:24]=1, predict the reactants needed to synthesize it. The reactants are: [Br:1][C:2]1[CH:3]=[C:4]2[C:9](=[CH:10][CH:11]=1)[N:8]=[CH:7][N:6]=[C:5]2Cl.[Cl:13][C:14]1[CH:15]=[C:16]([CH:18]=[CH:19][C:20]=1[O:21][CH2:22][C:23]1[CH:28]=[CH:27][CH:26]=[C:25]([F:29])[CH:24]=1)[NH2:17]. (9) Given the product [Br:29][C:30]1[CH:31]=[CH:32][C:33]2[O:37][C:36]3[C:38](=[O:40])[NH:39][C:42]([C@H:44]4[CH2:48][C:47]([F:50])([F:49])[CH2:46][N:45]4[C:51]([O:53][C:54]([CH3:57])([CH3:56])[CH3:55])=[O:52])=[N:41][C:35]=3[C:34]=2[CH:58]=1, predict the reactants needed to synthesize it. The reactants are: BrC1C=CC2OC3C(=O)NC(C4CCN(C(OC(C)(C)C)=O)CC4)=NC=3C=2C=1.[Br:29][C:30]1[CH:31]=[CH:32][C:33]2[O:37][C:36]([C:38](=[O:40])[NH2:39])=[C:35]([NH:41][C:42]([C@H:44]3[CH2:48][C:47]([F:50])([F:49])[CH2:46][N:45]3[C:51]([O:53][C:54]([CH3:57])([CH3:56])[CH3:55])=[O:52])=O)[C:34]=2[CH:58]=1.BrC1C=CC2OC(C(=O)N)=C(NC(C3CCN(C(OC(C)(C)C)=O)CC3)=O)C=2C=1. (10) Given the product [CH2:1]([C@H:8]([NH:37][C:38](=[O:48])[O:39][C@@H:40]1[C@H:47]2[C@H:43]([O:44][CH2:45][CH2:46]2)[O:42][CH2:41]1)[C@H:9]([OH:36])[CH2:10][N:11]([O:12][CH:13]1[CH2:18][CH2:17][CH2:16][CH2:15][CH2:14]1)[S:19]([C:22]1[CH:27]=[CH:26][CH:25]=[C:24]([OH:28])[CH:23]=1)(=[O:21])=[O:20])[C:2]1[CH:3]=[CH:4][CH:5]=[CH:6][CH:7]=1, predict the reactants needed to synthesize it. The reactants are: [CH2:1]([C@H:8]([NH:37][C:38](=[O:48])[O:39][C@@H:40]1[C@H:47]2[C@H:43]([O:44][CH2:45][CH2:46]2)[O:42][CH2:41]1)[C@H:9]([OH:36])[CH2:10][N:11]([S:19]([C:22]1[CH:27]=[CH:26][CH:25]=[C:24]([O:28]CC2C=CC=CC=2)[CH:23]=1)(=[O:21])=[O:20])[O:12][CH:13]1[CH2:18][CH2:17][CH2:16][CH2:15][CH2:14]1)[C:2]1[CH:7]=[CH:6][CH:5]=[CH:4][CH:3]=1.